This data is from Forward reaction prediction with 1.9M reactions from USPTO patents (1976-2016). The task is: Predict the product of the given reaction. (1) The product is: [F:5][C:6]1[CH:11]=[CH:10][C:9]([CH2:12][C:13](=[O:14])[CH:1]=[CH2:2])=[CH:8][CH:7]=1. Given the reactants [CH:1]([Mg]Br)=[CH2:2].[F:5][C:6]1[CH:11]=[CH:10][C:9]([CH2:12][C:13](N(OC)C)=[O:14])=[CH:8][CH:7]=1, predict the reaction product. (2) Given the reactants [Cl:1][C:2]1[CH:7]=[CH:6][C:5]([CH2:8][N:9]2[CH2:14][CH2:13][N:12]([C:15]([O:17][C:18]([CH3:21])([CH3:20])[CH3:19])=[O:16])[CH2:11][CH2:10]2)=[C:4]([N:22]2[CH2:27][CH2:26][CH:25]([C:28]([O:30]CC)=[O:29])[CH2:24][CH2:23]2)[CH:3]=1.CO.[Li+].[OH-].Cl, predict the reaction product. The product is: [C:18]([O:17][C:15]([N:12]1[CH2:11][CH2:10][N:9]([CH2:8][C:5]2[CH:6]=[CH:7][C:2]([Cl:1])=[CH:3][C:4]=2[N:22]2[CH2:23][CH2:24][CH:25]([C:28]([OH:30])=[O:29])[CH2:26][CH2:27]2)[CH2:14][CH2:13]1)=[O:16])([CH3:21])([CH3:19])[CH3:20].